Task: Regression. Given a peptide amino acid sequence and an MHC pseudo amino acid sequence, predict their binding affinity value. This is MHC class I binding data.. Dataset: Peptide-MHC class I binding affinity with 185,985 pairs from IEDB/IMGT (1) The peptide sequence is GIVTIDLDPV. The MHC is HLA-A02:06 with pseudo-sequence HLA-A02:06. The binding affinity (normalized) is 0.772. (2) The peptide sequence is VRRRLTARGL. The MHC is HLA-B27:05 with pseudo-sequence HLA-B27:05. The binding affinity (normalized) is 0.411. (3) The peptide sequence is KMSEYKGPV. The MHC is HLA-B07:02 with pseudo-sequence HLA-B07:02. The binding affinity (normalized) is 0.0847. (4) The peptide sequence is DAKNNAAKL. The MHC is H-2-Db with pseudo-sequence H-2-Db. The binding affinity (normalized) is 0. (5) The binding affinity (normalized) is 0.0847. The peptide sequence is QHAWPLPPL. The MHC is HLA-A02:16 with pseudo-sequence HLA-A02:16.